Dataset: Reaction yield outcomes from USPTO patents with 853,638 reactions. Task: Predict the reaction yield, written as a fraction of the theoretical maximum amount of product (1.0 means a 100% yield; for example, 0.34 means a 34% yield). The reactants are [C:1]1([C:11]([OH:13])=O)[C:10]2[CH2:9][CH2:8][CH2:7][CH2:6][C:5]=2[CH:4]=[CH:3][CH:2]=1.[CH2:14]([O:16][C:17]([C:19]1([NH2:30])[C@H:27]([CH3:28])[C:26]2[C:21](=[CH:22][CH:23]=[CH:24][CH:25]=2)[C@@H:20]1[CH3:29])=[O:18])[CH3:15].CN(C(ON1N=NC2C=CC=NC1=2)=[N+](C)C)C.F[P-](F)(F)(F)(F)F.CCN(C(C)C)C(C)C. The catalyst is CN(C=O)C. The product is [CH2:14]([O:16][C:17]([C:19]1([NH:30][C:11]([C:1]2[C:10]3[CH2:9][CH2:8][CH2:7][CH2:6][C:5]=3[CH:4]=[CH:3][CH:2]=2)=[O:13])[C@H:27]([CH3:28])[C:26]2[C:21](=[CH:22][CH:23]=[CH:24][CH:25]=2)[C@@H:20]1[CH3:29])=[O:18])[CH3:15]. The yield is 0.0900.